This data is from Forward reaction prediction with 1.9M reactions from USPTO patents (1976-2016). The task is: Predict the product of the given reaction. (1) Given the reactants C(N)CN.[C:5]([O:9][C:10](=[O:42])[NH:11][CH2:12][C@H:13]1[CH2:18][CH2:17][C@H:16]([NH:19][C:20]([C:22]2[C:30]3[N:29]4[CH:31]=[N:32][N:33]=[C:28]4[CH:27]=[N:26][C:25]=3[N:24](COCC[Si](C)(C)C)[CH:23]=2)=[O:21])[CH2:15][CH2:14]1)([CH3:8])([CH3:7])[CH3:6].CCCC[N+](CCCC)(CCCC)CCCC.[F-], predict the reaction product. The product is: [C:5]([O:9][C:10](=[O:42])[NH:11][CH2:12][C@H:13]1[CH2:14][CH2:15][C@H:16]([NH:19][C:20]([C:22]2[C:30]3[N:29]4[CH:31]=[N:32][N:33]=[C:28]4[CH:27]=[N:26][C:25]=3[NH:24][CH:23]=2)=[O:21])[CH2:17][CH2:18]1)([CH3:8])([CH3:6])[CH3:7]. (2) Given the reactants [NH2:1][C:2]1[N:6]([CH3:7])[C:5](=[O:8])[C:4]([C:19]2[CH:24]=[CH:23][CH:22]=[C:21](Br)[CH:20]=2)([C:9]2[CH:14]=[CH:13][C:12]([Si:15]([CH3:18])([CH3:17])[CH3:16])=[CH:11][CH:10]=2)[N:3]=1.C([Sn](CCCC)(CCCC)[C:31]1[CH:36]=[N:35][CH:34]=[CH:33][N:32]=1)CCC, predict the reaction product. The product is: [NH2:1][C:2]1[N:6]([CH3:7])[C:5](=[O:8])[C:4]([C:19]2[CH:24]=[CH:23][CH:22]=[C:21]([C:31]3[CH:36]=[N:35][CH:34]=[CH:33][N:32]=3)[CH:20]=2)([C:9]2[CH:14]=[CH:13][C:12]([Si:15]([CH3:18])([CH3:17])[CH3:16])=[CH:11][CH:10]=2)[N:3]=1. (3) Given the reactants C[O:2][C:3](=[O:33])[C:4]1[CH:9]=[CH:8][C:7]([C:10]2[CH:14]=[C:13]([CH2:15][N:16]3[CH:21]=[C:20]4[N:22]=[C:23]([C:25]5[CH:30]=[CH:29][CH:28]=[C:27]([F:31])[C:26]=5[F:32])[N:24]=[C:19]4[CH:18]=[N:17]3)[O:12][N:11]=2)=[CH:6][CH:5]=1, predict the reaction product. The product is: [F:32][C:26]1[C:27]([F:31])=[CH:28][CH:29]=[CH:30][C:25]=1[C:23]1[N:24]=[C:19]2[CH:18]=[N:17][N:16]([CH2:15][C:13]3[O:12][N:11]=[C:10]([C:7]4[CH:8]=[CH:9][C:4]([C:3]([OH:33])=[O:2])=[CH:5][CH:6]=4)[CH:14]=3)[CH:21]=[C:20]2[N:22]=1. (4) Given the reactants [CH3:1][C:2]1[CH:6]=[CH:5][O:4][C:3]=1[C:7]([OH:9])=O.[CH:10]([N:13](CC)[CH:14]([CH3:16])[CH3:15])([CH3:12])[CH3:11].F[P-](F)(F)(F)(F)F.C[N+](C)=C(N(C)C)ON1C2[N:35]=[CH:36][CH:37]=[CH:38]C=2N=N1.[CH3:43]N(C=O)C, predict the reaction product. The product is: [CH3:1][C:2]1[CH:6]=[CH:5][O:4][C:3]=1[C:7]([NH:35][CH2:36][C:37]1[CH:38]=[C:16]2[C:14](=[CH:15][CH:43]=1)[NH:13][C:10]([CH3:11])=[CH:12]2)=[O:9]. (5) Given the reactants [C:1]([CH:3]1[CH2:8][CH2:7][N:6]([C:9]([O:11][C:12]([CH3:15])([CH3:14])[CH3:13])=[O:10])[CH2:5][CH2:4]1)#[N:2].[Li+].CC([N-]C(C)C)C.Cl[C:25]([O:27][CH2:28][CH3:29])=[O:26].CCCCCC, predict the reaction product. The product is: [C:1]([C:3]1([C:25]([O:27][CH2:28][CH3:29])=[O:26])[CH2:8][CH2:7][N:6]([C:9]([O:11][C:12]([CH3:15])([CH3:14])[CH3:13])=[O:10])[CH2:5][CH2:4]1)#[N:2].